From a dataset of Forward reaction prediction with 1.9M reactions from USPTO patents (1976-2016). Predict the product of the given reaction. (1) The product is: [C:1]1([C:7]2([C:10]([NH:33][C:31]3[CH:30]=[CH:29][C:27]4[NH:28][C:24]([C:22]5[N:21]=[CH:20][S:19][CH:23]=5)=[N:25][C:26]=4[CH:32]=3)=[O:12])[CH2:8][CH2:9]2)[CH:2]=[CH:3][CH:4]=[CH:5][CH:6]=1. Given the reactants [C:1]1([C:7]2([C:10]([OH:12])=O)[CH2:9][CH2:8]2)[CH:6]=[CH:5][CH:4]=[CH:3][CH:2]=1.C(Cl)(=O)C(Cl)=O.[S:19]1[CH:23]=[C:22]([C:24]2[NH:25][C:26]3[CH:32]=[C:31]([NH2:33])[CH:30]=[CH:29][C:27]=3[N:28]=2)[N:21]=[CH:20]1.C(N(C(C)C)CC)(C)C, predict the reaction product. (2) Given the reactants [F:1][C:2]1[CH:3]=[C:4]([C:12]2[O:16][N:15]=[C:14]([CH2:17][OH:18])[CH:13]=2)[CH:5]=[CH:6][C:7]=1[C:8]([F:11])([F:10])[F:9].[Cl:19]N1C(=O)CCC1=O.S(=O)(=O)(O)O.[C:32]([OH:35])(=O)[CH3:33], predict the reaction product. The product is: [C:32]([O:18][CH2:17][C:14]1[C:13]([Cl:19])=[C:12]([C:4]2[CH:5]=[CH:6][C:7]([C:8]([F:9])([F:11])[F:10])=[C:2]([F:1])[CH:3]=2)[O:16][N:15]=1)(=[O:35])[CH3:33]. (3) Given the reactants Cl[C:2]1[CH:3]=[C:4]([C:26]([O:28][CH2:29][CH3:30])=[O:27])[C:5]2[C:10]([CH3:11])=[N:9][N:8]([CH2:12][C:13]3[CH:18]=[CH:17][C:16]([O:19][C:20]4[CH:25]=[CH:24][CH:23]=[CH:22][CH:21]=4)=[CH:15][CH:14]=3)[C:6]=2[N:7]=1.[C:31]1(/[CH:37]=[CH:38]/B(O)O)[CH:36]=[CH:35][CH:34]=[CH:33][CH:32]=1.O.C([O-])([O-])=O.[Na+].[Na+], predict the reaction product. The product is: [CH3:11][C:10]1[C:5]2[C:4]([C:26]([O:28][CH2:29][CH3:30])=[O:27])=[CH:3][C:2](/[CH:38]=[CH:37]/[C:31]3[CH:36]=[CH:35][CH:34]=[CH:33][CH:32]=3)=[N:7][C:6]=2[N:8]([CH2:12][C:13]2[CH:18]=[CH:17][C:16]([O:19][C:20]3[CH:25]=[CH:24][CH:23]=[CH:22][CH:21]=3)=[CH:15][CH:14]=2)[N:9]=1. (4) The product is: [C:30]([N:13]1[CH2:14][CH2:15][C@@H:11]([NH:10][C:9]2[N:8]=[CH:7][C:6](/[CH:16]=[CH:17]/[C:18]([O:20][CH2:21][CH3:22])=[O:19])=[CH:5][C:4]=2[Cl:3])[CH2:12]1)(=[O:37])[C:31]1[CH:36]=[CH:35][CH:34]=[CH:33][CH:32]=1. Given the reactants Cl.Cl.[Cl:3][C:4]1[CH:5]=[C:6](/[CH:16]=[CH:17]/[C:18]([O:20][CH2:21][CH3:22])=[O:19])[CH:7]=[N:8][C:9]=1[NH:10][C@@H:11]1[CH2:15][CH2:14][NH:13][CH2:12]1.CCN(CC)CC.[C:30](Cl)(=[O:37])[C:31]1[CH:36]=[CH:35][CH:34]=[CH:33][CH:32]=1.O, predict the reaction product.